From a dataset of Reaction yield outcomes from USPTO patents with 853,638 reactions. Predict the reaction yield, written as a fraction of the theoretical maximum amount of product (1.0 means a 100% yield; for example, 0.34 means a 34% yield). (1) The reactants are [CH3:1][NH:2][CH:3]1[CH2:16][C:15]2[C:6]([CH3:25])([CH:7]3[CH:12]([CH2:13][CH:14]=2)[CH:11]2[CH2:17][CH2:18][CH:19]4[CH:20]([CH3:24])[N:21]([CH3:23])[CH2:22][C:10]24[CH2:9][CH2:8]3)[CH2:5][CH2:4]1.[N+](C1C=CC(O[C:36](=[O:44])[O:37][CH2:38][C:39]2[CH:43]=[CH:42][O:41][CH:40]=2)=CC=1)([O-])=O.C(N(CC)CC)C. The catalyst is C1COCC1. The product is [O:41]1[CH:42]=[CH:43][C:39]([CH2:38][O:37][C:36](=[O:44])[N:2]([CH3:1])[CH:3]2[CH2:16][C:15]3[C:6]([CH3:25])([CH:7]4[CH:12]([CH2:13][CH:14]=3)[CH:11]3[CH2:17][CH2:18][CH:19]5[CH:20]([CH3:24])[N:21]([CH3:23])[CH2:22][C:10]35[CH2:9][CH2:8]4)[CH2:5][CH2:4]2)=[CH:40]1. The yield is 0.742. (2) The reactants are [CH3:1][O:2][C:3]([NH:5][CH:6]([C:10]([CH3:13])([CH3:12])[CH3:11])[C:7]([OH:9])=O)=[O:4].C1C=CC2N(O)N=NC=2C=1.Cl.Cl.Cl.[CH3:27][O:28][C:29](=[O:77])[NH:30][CH:31]([C:35]([N:37]1[CH:43]([C:44]2[NH:45][C:46]([C:49]3[CH:54]=[CH:53][C:52]([C:55]4[CH:64]=[CH:63][C:62]5[C:57](=[CH:58][CH:59]=[C:60]([C:65]6[NH:66][C:67]([CH:70]7[CH2:74][CH:73]([C:75]#[N:76])[CH2:72][NH:71]7)=[N:68][CH:69]=6)[CH:61]=5)[CH:56]=4)=[CH:51][CH:50]=3)=[CH:47][N:48]=2)[CH2:42][C:39]2([CH2:41][CH2:40]2)[CH2:38]1)=[O:36])[CH:32]([CH3:34])[CH3:33].CN1CCOCC1. The catalyst is CN(C=O)C.CCOC(C)=O. The product is [CH3:1][O:2][C:3](=[O:4])[NH:5][CH:6]([C:7]([N:71]1[CH2:72][CH:73]([C:75]#[N:76])[CH2:74][CH:70]1[C:67]1[NH:66][C:65]([C:60]2[CH:59]=[CH:58][C:57]3[C:62](=[CH:63][CH:64]=[C:55]([C:52]4[CH:51]=[CH:50][C:49]([C:46]5[NH:45][C:44]([CH:43]6[CH2:42][C:39]7([CH2:41][CH2:40]7)[CH2:38][N:37]6[C:35](=[O:36])[CH:31]([NH:30][C:29]([O:28][CH3:27])=[O:77])[CH:32]([CH3:34])[CH3:33])=[N:48][CH:47]=5)=[CH:54][CH:53]=4)[CH:56]=3)[CH:61]=2)=[CH:69][N:68]=1)=[O:9])[C:10]([CH3:13])([CH3:12])[CH3:11]. The yield is 0.480.